From a dataset of Forward reaction prediction with 1.9M reactions from USPTO patents (1976-2016). Predict the product of the given reaction. (1) Given the reactants [Br:1][C:2]1[CH:3]=[CH:4][C:5]([OH:25])=[C:6]([CH:24]=1)[C:7]([NH:9][C:10]1[CH:15]=[C:14]([C:16]([F:19])([F:18])[F:17])[CH:13]=[C:12]([C:20]([F:23])([F:22])[F:21])[CH:11]=1)=[O:8].[N:26]1([C:32](Cl)=[O:33])[CH2:31][CH2:30][O:29][CH2:28][CH2:27]1, predict the reaction product. The product is: [Br:1][C:2]1[CH:3]=[CH:4][C:5]([O:25][C:32]([N:26]2[CH2:31][CH2:30][O:29][CH2:28][CH2:27]2)=[O:33])=[C:6]([CH:24]=1)[C:7]([NH:9][C:10]1[CH:15]=[C:14]([C:16]([F:19])([F:18])[F:17])[CH:13]=[C:12]([C:20]([F:21])([F:22])[F:23])[CH:11]=1)=[O:8]. (2) Given the reactants [N:1]1[C:10]2[C:5](=[CH:6][C:7]([CH:11]=O)=[CH:8][CH:9]=2)[N:4]=[CH:3][CH:2]=1.N1C2C(=CC(C(O)=O)=CC=2)N=CC=1.[CH3:26][C:27]1[C:35]2[C:30](=[CH:31][CH:32]=[CH:33][CH:34]=2)[N:29]([CH2:36][CH2:37][C:38]([NH:40][NH2:41])=[O:39])[CH:28]=1, predict the reaction product. The product is: [CH3:26][C:27]1[C:35]2[C:30](=[CH:31][CH:32]=[CH:33][CH:34]=2)[N:29]([CH2:36][CH2:37][C:38]([NH:40][N:41]=[CH:11][C:7]2[CH:6]=[C:5]3[C:10](=[CH:9][CH:8]=2)[N:1]=[CH:2][CH:3]=[N:4]3)=[O:39])[CH:28]=1. (3) Given the reactants [CH:1]1([CH2:4][NH:5][C:6]([C:8]2[N:9]=[N:10][C:11](Cl)=[CH:12][CH:13]=2)=[O:7])[CH2:3][CH2:2]1.[N:15]1([C:21]([C:23]2[CH:28]=[CH:27][CH:26]=[CH:25][C:24]=2[C:29]([F:32])([F:31])[F:30])=[O:22])[CH2:20][CH2:19][NH:18][CH2:17][CH2:16]1, predict the reaction product. The product is: [CH:1]1([CH2:4][NH:5][C:6]([C:8]2[N:9]=[N:10][C:11]([N:18]3[CH2:19][CH2:20][N:15]([C:21](=[O:22])[C:23]4[CH:28]=[CH:27][CH:26]=[CH:25][C:24]=4[C:29]([F:32])([F:30])[F:31])[CH2:16][CH2:17]3)=[CH:12][CH:13]=2)=[O:7])[CH2:3][CH2:2]1. (4) The product is: [C:38]1([C:35]2[CH:36]=[CH:37][N:23]3[C:24]=2[C:25]([NH:27][CH2:28][C:29]2[CH:34]=[CH:33][CH:32]=[CH:31][N:30]=2)=[N:26][C:21]([C:2]2[N:7]=[C:6]([NH:8][C:9](=[O:11])[CH3:10])[CH:5]=[N:4][CH:3]=2)=[N:22]3)[CH:39]=[CH:40][CH:41]=[CH:42][CH:43]=1. Given the reactants Cl[C:2]1[N:7]=[C:6]([NH:8][C:9](=[O:11])[CH3:10])[CH:5]=[N:4][CH:3]=1.C[Sn](C)C.C[Sn](C)C.Cl[C:21]1[N:26]=[C:25]([NH:27][CH2:28][C:29]2[CH:34]=[CH:33][CH:32]=[CH:31][N:30]=2)[C:24]2=[C:35]([C:38]3[CH:43]=[CH:42][CH:41]=[CH:40][CH:39]=3)[CH:36]=[CH:37][N:23]2[N:22]=1.[Li+].[Cl-], predict the reaction product. (5) Given the reactants [C:1]([NH:4][C@:5]1([C@@H:54]([CH2:56][CH3:57])[CH3:55])[CH2:9][CH2:8][N:7]([C@@H:10]([CH2:45][CH2:46][C:47]2[CH:52]=[CH:51][CH:50]=[CH:49][CH:48]=2)[C:11]([NH:13][C@@H:14]([CH2:36][C:37]2[CH:42]=[C:41]([F:43])[CH:40]=[C:39]([F:44])[CH:38]=2)[C@@H:15]([C@H:17]2[CH2:22][CH2:21][CH2:20]C[N:18]2C(C2C=CC=CC=2)C2C=CC=CC=2)[OH:16])=[O:12])[C:6]1=[O:53])(=[O:3])[CH3:2].N[C@@H](CC1C=C(F)C=C(F)C=1)[C@@H]([C@@H]1N(C(C2C=CC=CC=2)C2C=CC=CC=2)C[C@H](O)C1)[OH:61].FC1C=C(C=C(F)C=1)C[C@H]1[C@@H]([C@H]2C[C@@H](O)CN2C(C2C=CC=CC=2)C2C=CC=CC=2)OC(=O)N1.[Li+].[OH-], predict the reaction product. The product is: [C:1]([NH:4][C@:5]1([C@@H:54]([CH2:56][CH3:57])[CH3:55])[CH2:9][CH2:8][N:7]([C@@H:10]([CH2:45][CH2:46][C:47]2[CH:48]=[CH:49][CH:50]=[CH:51][CH:52]=2)[C:11]([NH:13][C@@H:14]([CH2:36][C:37]2[CH:38]=[C:39]([F:44])[CH:40]=[C:41]([F:43])[CH:42]=2)[C@H:15]([OH:16])[C@H:17]2[CH2:22][C@@H:21]([OH:61])[CH2:20][NH:18]2)=[O:12])[C:6]1=[O:53])(=[O:3])[CH3:2]. (6) The product is: [F:31][C:29]1[C:28]([F:32])=[CH:27][C:23]([C:24]([NH2:26])=[O:25])=[C:22]([NH:21][C:4]2[N:3]=[C:2]([NH:39][C:38]3[CH:40]=[CH:41][C:42]([C:44]4[CH2:45][N:46]([CH2:50][CH2:51][CH3:52])[CH2:47][CH2:48][CH:49]=4)=[CH:43][C:37]=3[O:36][CH3:35])[NH:7][C:6]3=[N:8][CH:9]=[CH:10][C:5]=23)[CH:30]=1. Given the reactants Cl[C:2]1[N:3]=[C:4]([NH:21][C:22]2[CH:30]=[C:29]([F:31])[C:28]([F:32])=[CH:27][C:23]=2[C:24]([NH2:26])=[O:25])[C:5]2[CH:10]=[CH:9][N:8](S(C3C=CC(C)=CC=3)(=O)=O)[C:6]=2[N:7]=1.[OH-].[NH4+].[CH3:35][O:36][C:37]1[CH:43]=[C:42]([C:44]2[CH2:45][N:46]([CH2:50][CH2:51][CH3:52])[CH2:47][CH2:48][CH:49]=2)[CH:41]=[CH:40][C:38]=1[NH2:39], predict the reaction product. (7) Given the reactants [CH2:1]([C@H:3]1[C@@H:7]([C:8]2[N:12]3[C:13]4[CH:19]=[CH:18][N:17]([S:20]([C:23]5[CH:29]=[CH:28][C:26]([CH3:27])=[CH:25][CH:24]=5)(=[O:22])=[O:21])[C:14]=4[N:15]=[CH:16][C:11]3=[N:10][N:9]=2)[CH2:6][C@@H:5]([NH2:30])[CH2:4]1)[CH3:2].[N:31]1([S:35](Cl)(=[O:37])=[O:36])[CH2:34][CH2:33][CH2:32]1, predict the reaction product. The product is: [CH2:1]([C@H:3]1[C@@H:7]([C:8]2[N:12]3[C:13]4[CH:19]=[CH:18][N:17]([S:20]([C:23]5[CH:24]=[CH:25][C:26]([CH3:27])=[CH:28][CH:29]=5)(=[O:22])=[O:21])[C:14]=4[N:15]=[CH:16][C:11]3=[N:10][N:9]=2)[CH2:6][C@@H:5]([NH:30][S:35]([N:31]2[CH2:34][CH2:33][CH2:32]2)(=[O:37])=[O:36])[CH2:4]1)[CH3:2]. (8) Given the reactants [CH:1]1[C:10]2[C:5](=[CH:6][CH:7]=[CH:8][CH:9]=2)[CH:4]=[CH:3][C:2]=1[S:11]([OH:14])(=[O:13])=[O:12].[Cl:15][C:16]1[CH:21]=[CH:20][C:19]([CH:22]2[N:26]([C:27]3[CH:32]=[CH:31][C:30]([Cl:33])=[CH:29][C:28]=3[Cl:34])[N:25]=[C:24]([C:35]([NH:37][N:38]3[CH2:43][CH2:42][CH2:41][CH2:40][CH2:39]3)=[O:36])[CH2:23]2)=[CH:18][CH:17]=1, predict the reaction product. The product is: [CH:1]1[C:10]2[C:5](=[CH:6][CH:7]=[CH:8][CH:9]=2)[CH:4]=[CH:3][C:2]=1[S:11]([OH:14])(=[O:13])=[O:12].[Cl:15][C:16]1[CH:21]=[CH:20][C:19]([CH:22]2[N:26]([C:27]3[CH:32]=[CH:31][C:30]([Cl:33])=[CH:29][C:28]=3[Cl:34])[N:25]=[C:24]([C:35]([NH:37][N:38]3[CH2:39][CH2:40][CH2:41][CH2:42][CH2:43]3)=[O:36])[CH2:23]2)=[CH:18][CH:17]=1. (9) Given the reactants [F:1][C:2]([C:4]1[CH:9]=[CH:8][CH:7]=[CH:6][CH:5]=1)=[CH2:3].[N+](=[CH:12][C:13]([O:15][CH2:16][CH3:17])=[O:14])=[N-], predict the reaction product. The product is: [F:1][C:2]1([C:4]2[CH:9]=[CH:8][CH:7]=[CH:6][CH:5]=2)[CH2:3][CH:12]1[C:13]([O:15][CH2:16][CH3:17])=[O:14].